This data is from Forward reaction prediction with 1.9M reactions from USPTO patents (1976-2016). The task is: Predict the product of the given reaction. (1) Given the reactants [F:1][C:2]1[CH:14]=[C:13](/[CH:15]=[CH:16]/[C:17]([F:20])([F:19])[F:18])[CH:12]=[CH:11][C:3]=1[C:4]([O:6]C(C)(C)C)=[O:5], predict the reaction product. The product is: [F:1][C:2]1[CH:14]=[C:13](/[CH:15]=[CH:16]/[C:17]([F:18])([F:19])[F:20])[CH:12]=[CH:11][C:3]=1[C:4]([OH:6])=[O:5]. (2) Given the reactants [F:1][C:2]1[CH:3]=[C:4]([C:13]2[CH:14]=[C:15]([CH:20]=[CH:21][N:22]=2)[C:16]([O:18][CH3:19])=[O:17])[CH:5]=[C:6]([F:12])[C:7]=1[C:8]([F:11])([F:10])[F:9].[ClH:23], predict the reaction product. The product is: [ClH:23].[F:12][C:6]1[CH:5]=[C:4]([CH:13]2[CH2:14][CH:15]([C:16]([O:18][CH3:19])=[O:17])[CH2:20][CH2:21][NH:22]2)[CH:3]=[C:2]([F:1])[C:7]=1[C:8]([F:11])([F:9])[F:10]. (3) The product is: [O:13]1[C:12]2([CH2:17][CH2:18][C:9]([C:21]3[CH:26]=[CH:25][C:24]([CH2:27][C:28]#[N:29])=[CH:23][CH:22]=3)=[CH:10][CH2:11]2)[O:16][CH2:15][CH2:14]1. Given the reactants CC1(C)C(C)(C)OB([C:9]2[CH2:18][CH2:17][C:12]3([O:16][CH2:15][CH2:14][O:13]3)[CH2:11][CH:10]=2)O1.Br[C:21]1[CH:26]=[CH:25][C:24]([CH2:27][C:28]#[N:29])=[CH:23][CH:22]=1.C([O-])([O-])=O.[Na+].[Na+], predict the reaction product. (4) Given the reactants FC(F)(F)[C:3]1[CH:4]=[C:5]([C:15]([O:17]C(C)C)=[O:16])[C:6]([C:9]2[CH:14]=[CH:13][CH:12]=[CH:11][CH:10]=2)=[CH:7][CH:8]=1.[OH-].[K+].Cl.[F:26][C:27]([F:44])([F:43])C1C=C(C(O)=O)C(C2C=CC=CC=2)=CC=1, predict the reaction product. The product is: [F:26][C:27]([C:4]1[CH:3]=[CH:8][CH:7]=[C:6]([C:9]2[CH:10]=[CH:11][CH:12]=[CH:13][CH:14]=2)[C:5]=1[C:15]([OH:17])=[O:16])([F:44])[F:43]. (5) Given the reactants C([O:5][C:6](=[O:29])[CH2:7][N:8]1[C:16]2[C:11](=[CH:12][CH:13]=[CH:14][CH:15]=2)[C:10]([CH:17]2[C:21]3[CH:22]=[CH:23][CH:24]=[CH:25][C:20]=3[S:19](=[O:27])(=[O:26])[NH:18]2)=[C:9]1[CH3:28])(C)(C)C.I[CH:31]([CH3:33])[CH3:32], predict the reaction product. The product is: [CH:31]([N:18]1[CH:17]([C:10]2[C:11]3[C:16](=[CH:15][CH:14]=[CH:13][CH:12]=3)[N:8]([CH2:7][C:6]([OH:5])=[O:29])[C:9]=2[CH3:28])[C:21]2[CH:22]=[CH:23][CH:24]=[CH:25][C:20]=2[S:19]1(=[O:26])=[O:27])([CH3:33])[CH3:32]. (6) Given the reactants [I:1]I.I(O)(=O)(=O)=O.S(=O)(=O)(O)O.[CH2:13]([O:19][C:20]1[CH:25]=[CH:24][CH:23]=[CH:22][C:21]=1[O:26][CH2:27][CH2:28][CH2:29][CH2:30][CH2:31][CH3:32])[CH2:14][CH2:15][CH2:16][CH2:17][CH3:18], predict the reaction product. The product is: [CH2:27]([O:26][C:21]1[CH:22]=[CH:23][C:24]([I:1])=[CH:25][C:20]=1[O:19][CH2:13][CH2:14][CH2:15][CH2:16][CH2:17][CH3:18])[CH2:28][CH2:29][CH2:30][CH2:31][CH3:32]. (7) The product is: [F:40][C:38]([F:39])([F:41])[C:35]1[CH:34]=[CH:33][C:32]([C:29]2[N:28]=[CH:27][C:26]([CH:19]([CH2:20][CH2:21][CH2:22][CH2:23][CH2:24][CH3:25])[CH2:18][O:17][C:14]3[CH:15]=[CH:16][C:11]([C:10]([NH:9][CH2:8][CH2:7][C:6]([OH:43])=[O:5])=[O:42])=[CH:12][CH:13]=3)=[CH:31][CH:30]=2)=[CH:37][CH:36]=1. Given the reactants C([O:5][C:6](=[O:43])[CH2:7][CH2:8][NH:9][C:10](=[O:42])[C:11]1[CH:16]=[CH:15][C:14]([O:17][CH2:18][CH:19]([C:26]2[CH:27]=[N:28][C:29]([C:32]3[CH:37]=[CH:36][C:35]([C:38]([F:41])([F:40])[F:39])=[CH:34][CH:33]=3)=[CH:30][CH:31]=2)[CH2:20][CH2:21][CH2:22][CH2:23][CH2:24][CH3:25])=[CH:13][CH:12]=1)(C)(C)C.[OH-].[Na+].Cl, predict the reaction product.